Dataset: Forward reaction prediction with 1.9M reactions from USPTO patents (1976-2016). Task: Predict the product of the given reaction. (1) Given the reactants C(O[C:6]([N:8]1[CH2:17][C:16]2[N:12]([CH:13]=[CH:14][N:15]=2)[C:11]2[CH:18]=[CH:19][CH:20]=[CH:21][C:10]=2[CH2:9]1)=[O:7])(C)(C)C.FC(F)(F)C(O)=O.[C:29]([O:33][C:34]([NH:36][C@H:37]([CH2:42][C:43]1[CH:48]=[C:47]([F:49])[C:46]([F:50])=[CH:45][C:44]=1[F:51])[CH2:38]C(O)=O)=[O:35])([CH3:32])([CH3:31])[CH3:30].C1C=CC2N(O)N=NC=2C=1.CCN(C(C)C)C(C)C, predict the reaction product. The product is: [C:29]([O:33][C:34](=[O:35])[NH:36][CH:37]([CH2:42][C:43]1[CH:48]=[C:47]([F:49])[C:46]([F:50])=[CH:45][C:44]=1[F:51])[CH2:38][C:6](=[O:7])[N:8]1[CH2:17][C:16]2[N:12]([CH:13]=[CH:14][N:15]=2)[C:11]2[CH:18]=[CH:19][CH:20]=[CH:21][C:10]=2[CH2:9]1)([CH3:30])([CH3:31])[CH3:32]. (2) Given the reactants [CH:1]1[C:13]2[CH:12]([CH2:14][O:15][C:16]([NH:18][C@H:19]([C:23]([NH:25][C@H:26]([C:34]([NH:36][C:37]3[CH:42]=[CH:41][C:40]([CH2:43][OH:44])=[CH:39][CH:38]=3)=[O:35])[CH2:27][CH2:28][CH2:29][NH:30][C:31](=[O:33])[NH2:32])=[O:24])[CH:20]([CH3:22])[CH3:21])=[O:17])[C:11]3[C:6](=[CH:7][CH:8]=[CH:9][CH:10]=3)[C:5]=2[CH:4]=[CH:3][CH:2]=1.[N+](C1C=CC(O[C:55](=[O:66])[O:56][C:57]2[CH:62]=CC([N+]([O-])=O)=C[CH:58]=2)=CC=1)([O-])=O.C[CH2:68][N:69](C(C)C)[CH:70](C)C.[C:76](O)(C(F)(F)F)=O.[CH3:83][N:84]([CH:86]=[O:87])[CH3:85], predict the reaction product. The product is: [CH:10]1[C:11]2[CH:12]([CH2:14][O:15][C:16]([NH:18][C@H:19]([C:23]([NH:25][C@H:26]([C:34]([NH:36][C:37]3[CH:38]=[CH:39][C:40]([CH2:43][O:44][C:86](=[O:87])[N:84]([CH3:85])[CH2:83][CH2:68][N:69]([CH3:70])[C:55](=[O:66])[O:56][C:57]([CH3:58])([CH3:62])[CH3:76])=[CH:41][CH:42]=3)=[O:35])[CH2:27][CH2:28][CH2:29][NH:30][C:31](=[O:33])[NH2:32])=[O:24])[CH:20]([CH3:22])[CH3:21])=[O:17])[C:13]3[C:5](=[CH:4][CH:3]=[CH:2][CH:1]=3)[C:6]=2[CH:7]=[CH:8][CH:9]=1. (3) Given the reactants Br[CH2:2][C:3](=[O:18])[C:4]([C:7]1[CH:12]=[CH:11][C:10]([S:13]([NH2:16])(=[O:15])=[O:14])=[C:9]([Cl:17])[CH:8]=1)([CH3:6])[CH3:5].[N-:19]=[N+:20]=[N-:21].[Na+], predict the reaction product. The product is: [N:19]([CH2:2][C:3](=[O:18])[C:4]([C:7]1[CH:12]=[CH:11][C:10]([S:13]([NH2:16])(=[O:15])=[O:14])=[C:9]([Cl:17])[CH:8]=1)([CH3:6])[CH3:5])=[N+:20]=[N-:21]. (4) Given the reactants [CH2:1]([NH:3][C:4]1[CH:9]=[CH:8][C:7]([NH:10][C:11]([N:13]2[CH2:18][CH2:17][N:16]([CH3:19])[CH2:15][CH2:14]2)=[O:12])=[CH:6][C:5]=1[N+:20]([O-])=O)[CH3:2].C1(C)C=CC(S([O-])(=O)=O)=CC=1.[CH2:34]([N:41]1[C:45](=[O:46])[C:44](=[C:47]2[N:51]([CH3:52])[C:50]3[CH:53]=[CH:54][CH:55]=[CH:56][C:49]=3[S:48]2)[S:43][CH2+:42]1SC)[C:35]1[CH:40]=[CH:39][CH:38]=[CH:37][CH:36]=1, predict the reaction product. The product is: [CH2:34]([N:41]1[C:45](=[O:46])[C:44](=[C:47]2[N:51]([CH3:52])[C:50]3[CH:53]=[CH:54][CH:55]=[CH:56][C:49]=3[S:48]2)[S:43][C:42]1=[N:20][C:5]1[CH:6]=[C:7]([NH:10][C:11]([N:13]2[CH2:18][CH2:17][N:16]([CH3:19])[CH2:15][CH2:14]2)=[O:12])[CH:8]=[CH:9][C:4]=1[NH:3][CH2:1][CH3:2])[C:35]1[CH:36]=[CH:37][CH:38]=[CH:39][CH:40]=1. (5) Given the reactants [C:1]([C:5]1[CH:9]=[C:8]([C:10]([CH3:13])([CH3:12])[CH3:11])[N:7]([CH2:14][C:15]2[CH:24]=[CH:23][C:18]([C:19](OC)=[O:20])=[CH:17][CH:16]=2)[N:6]=1)([CH3:4])([CH3:3])[CH3:2].[H-].[Al+3].[Li+].[H-].[H-].[H-].C(O)C.[Cl-].[NH4+], predict the reaction product. The product is: [C:1]([C:5]1[CH:9]=[C:8]([C:10]([CH3:13])([CH3:12])[CH3:11])[N:7]([CH2:14][C:15]2[CH:16]=[CH:17][C:18]([CH2:19][OH:20])=[CH:23][CH:24]=2)[N:6]=1)([CH3:2])([CH3:3])[CH3:4]. (6) The product is: [F:12][C:11]1[C:6]([F:5])=[C:7]([O:13][CH3:14])[CH:8]=[CH:9][C:10]=1[C:7](=[O:13])[CH2:6][CH3:11]. Given the reactants [Cl-].[Al+3].[Cl-].[Cl-].[F:5][C:6]1[C:11]([F:12])=[CH:10][CH:9]=[CH:8][C:7]=1[O:13][CH3:14], predict the reaction product. (7) Given the reactants Br[C:2]1[C:3]([NH:10][CH2:11][CH:12]([CH3:14])[CH3:13])=[N:4][C:5]([C:8]#[N:9])=[N:6][CH:7]=1.[C:15]1([CH2:21][C:22]#[CH:23])[CH:20]=[CH:19][CH:18]=[CH:17][CH:16]=1.C(N(CC)CC)C.[Cl-].[NH4+], predict the reaction product. The product is: [CH2:21]([C:22]1[N:10]([CH2:11][CH:12]([CH3:14])[CH3:13])[C:3]2[N:4]=[C:5]([C:8]#[N:9])[N:6]=[CH:7][C:2]=2[CH:23]=1)[C:15]1[CH:20]=[CH:19][CH:18]=[CH:17][CH:16]=1. (8) Given the reactants [CH3:1][O:2][C:3]1[C:8]([O:9][CH3:10])=[C:7]([O:11]CC2C=CC=CC=2)[C:6]([CH3:19])=[C:5]([CH2:20][CH2:21][CH2:22][CH2:23][CH2:24][CH2:25][CH2:26][CH2:27][CH2:28][O:29][S:30]([C:33]2[CH:39]=[CH:38][C:36]([CH3:37])=[CH:35][CH:34]=2)(=[O:32])=[O:31])[N:4]=1.[H][H], predict the reaction product. The product is: [CH3:1][O:2][C:3]1[C:8]([O:9][CH3:10])=[C:7]([OH:11])[C:6]([CH3:19])=[C:5]([CH2:20][CH2:21][CH2:22][CH2:23][CH2:24][CH2:25][CH2:26][CH2:27][CH2:28][O:29][S:30]([C:33]2[CH:39]=[CH:38][C:36]([CH3:37])=[CH:35][CH:34]=2)(=[O:31])=[O:32])[N:4]=1. (9) Given the reactants C1C2C(COC([NH:18][C@@H:19]([CH2:23][S:24][CH2:25][C@H:26]([NH:41][C:42](=[O:54])[CH2:43][CH2:44][CH2:45][CH2:46][CH2:47][CH2:48][CH2:49][CH2:50][CH2:51][CH2:52][CH3:53])[CH2:27][O:28][CH2:29][CH2:30][CH2:31][CH2:32][CH2:33][CH2:34][CH2:35][CH2:36][CH2:37][CH2:38][CH2:39][CH3:40])[C:20]([OH:22])=O)=O)C3C(=CC=CC=3)C=2C=CC=1.[NH2:55][C@@H:56]([CH3:76])[C:57]([NH:59][CH2:60][CH2:61][O:62][CH2:63][CH2:64][O:65][CH2:66][CH2:67][P:68](=[O:75])([O:72]CC)[O:69]CC)=[O:58], predict the reaction product. The product is: [NH2:18][C@@H:19]([CH2:23][S:24][CH2:25][C@H:26]([NH:41][C:42](=[O:54])[CH2:43][CH2:44][CH2:45][CH2:46][CH2:47][CH2:48][CH2:49][CH2:50][CH2:51][CH2:52][CH3:53])[CH2:27][O:28][CH2:29][CH2:30][CH2:31][CH2:32][CH2:33][CH2:34][CH2:35][CH2:36][CH2:37][CH2:38][CH2:39][CH3:40])[C:20](=[O:22])[NH:55][C@@H:56]([CH3:76])[C:57](=[O:58])[NH:59][CH2:60][CH2:61][O:62][CH2:63][CH2:64][O:65][CH2:66][CH2:67][P:68](=[O:69])([OH:72])[OH:75].